Dataset: Tyrosyl-DNA phosphodiesterase HTS with 341,365 compounds. Task: Binary Classification. Given a drug SMILES string, predict its activity (active/inactive) in a high-throughput screening assay against a specified biological target. (1) The molecule is Brc1ccc(NC(=O)CNc2c(ccc(F)c2)C)cc1. The result is 0 (inactive). (2) The compound is Clc1ccc(CSCc2nc[nH]c2C)cc1. The result is 0 (inactive). (3) The molecule is Clc1c2CCCc2nc2c1ccc(c2)C(=O)N(c1cc(c(cc1)C)C)CC. The result is 0 (inactive). (4) The molecule is Brc1ccc(C(c2c([nH][nH]c2=O)C)c2c([nH][nH]c2=O)C)cc1. The result is 0 (inactive). (5) The drug is s1c(ccc1)/C=N\NC(=O)CNC(=O)COc1cc(ccc1)C. The result is 0 (inactive). (6) The compound is Clc1c(Cc2c(=O)n(CCCn3ccnc3)ccc2O)c(F)ccc1. The result is 0 (inactive). (7) The result is 0 (inactive). The molecule is O(C(=O)c1[nH]c2c(cc3c(c2)cccc3)c1)CC. (8) The molecule is O=C(N(C(C)C)CCO)C(c1ccccc1)c1ccccc1. The result is 0 (inactive). (9) The drug is o1c(c2ccc(NC(=O)c3ccccc3)cc2)cnc1. The result is 0 (inactive). (10) The compound is FC(F)(F)C1(OCCCC(/C1)=C/CCC)C(=O)NCc1nn(c(c1)C)C. The result is 0 (inactive).